This data is from Reaction yield outcomes from USPTO patents with 853,638 reactions. The task is: Predict the reaction yield, written as a fraction of the theoretical maximum amount of product (1.0 means a 100% yield; for example, 0.34 means a 34% yield). (1) The reactants are [C:1]([O:7][CH2:8][N:9]1[C:13]2[N:14]=[CH:15][N:16]=[C:17]([C:18]3[CH:19]=[N:20][N:21](/[C:23](/[CH:28]4[CH2:32][CH2:31][CH2:30][CH2:29]4)=[CH:24]\[C:25]([NH2:27])=[O:26])[CH:22]=3)[C:12]=2[CH:11]=[CH:10]1)(=[O:6])[C:2]([CH3:5])([CH3:4])[CH3:3].O1CCCC1.[H][H]. The catalyst is [Pd]. The product is [C:1]([O:7][CH2:8][N:9]1[C:13]2[N:14]=[CH:15][N:16]=[C:17]([C:18]3[CH:19]=[N:20][N:21]([CH:23]([CH:28]4[CH2:32][CH2:31][CH2:30][CH2:29]4)[CH2:24][C:25]([NH2:27])=[O:26])[CH:22]=3)[C:12]=2[CH:11]=[CH:10]1)(=[O:6])[C:2]([CH3:4])([CH3:5])[CH3:3]. The yield is 0.990. (2) The reactants are [Br:1][C:2]1[CH:7]=[CH:6][C:5]([OH:8])=[CH:4][C:3]=1[CH3:9].[C:10]12(O)[CH2:19][CH:14]3[CH2:15][CH:16]([CH2:18][CH:12]([CH2:13]3)[CH2:11]1)[CH2:17]2.CS(O)(=O)=O. The yield is 0.850. The catalyst is C(Cl)Cl.C(Cl)(Cl)Cl. The product is [C:10]12([C:6]3[CH:7]=[C:2]([Br:1])[C:3]([CH3:9])=[CH:4][C:5]=3[OH:8])[CH2:19][CH:14]3[CH2:15][CH:16]([CH2:18][CH:12]([CH2:13]3)[CH2:11]1)[CH2:17]2.